This data is from Full USPTO retrosynthesis dataset with 1.9M reactions from patents (1976-2016). The task is: Predict the reactants needed to synthesize the given product. (1) Given the product [Cl:1][C:2]1[CH:3]=[C:4]([N+:12]([O-:14])=[O:13])[C:5]([CH3:11])=[C:6]([CH:10]=1)[C:7]([OH:9])=[O:8], predict the reactants needed to synthesize it. The reactants are: [Cl:1][C:2]1[CH:3]=[CH:4][C:5]([CH3:11])=[C:6]([CH:10]=1)[C:7]([OH:9])=[O:8].[N+:12]([O-])([OH:14])=[O:13]. (2) Given the product [CH3:2][C:3]1([CH3:14])[C:12]2[C:7](=[C:8]([CH2:19][C:18]#[CH:17])[CH:9]=[CH:10][CH:11]=2)[O:6][CH2:5][CH2:4]1, predict the reactants needed to synthesize it. The reactants are: [Mg].[CH3:2][C:3]1([CH3:14])[C:12]2[C:7](=[C:8](I)[CH:9]=[CH:10][CH:11]=2)[O:6][CH2:5][CH2:4]1.CO[CH:17]=[C:18]=[CH2:19].[Cl-].[NH4+]. (3) Given the product [Cl:16][C:17]1[C:18]([C:19]2[N:20]=[C:6]([C:5]3[CH:9]=[C:10]([N+:11]([O-:13])=[O:12])[C:2]([OH:1])=[C:3]([O:14][CH3:15])[CH:4]=3)[O:8][N:21]=2)=[C:23]([CH3:29])[C:24]([Cl:28])=[C:25]([CH3:27])[N:26]=1, predict the reactants needed to synthesize it. The reactants are: [OH:1][C:2]1[C:10]([N+:11]([O-:13])=[O:12])=[CH:9][C:5]([C:6]([OH:8])=O)=[CH:4][C:3]=1[O:14][CH3:15].[Cl:16][C:17]1[N:26]=[C:25]([CH3:27])[C:24]([Cl:28])=[C:23]([CH3:29])[C:18]=1/[C:19](=[N:21]/O)/[NH2:20].N1C=CC=CC=1.Cl. (4) Given the product [CH3:1][O:2][C:3](=[O:14])[C:4]([CH3:6])([C:7]1[CH:12]=[CH:11][C:10]([C:35]2[CH:34]=[CH:33][C:32]([N:27]3[C:26]([NH:25][C:24]([O:23][C@@H:21]([C:15]4[CH:20]=[CH:19][CH:18]=[CH:17][CH:16]=4)[CH3:22])=[O:47])=[C:30]([CH3:31])[N:29]=[N:28]3)=[CH:37][CH:36]=2)=[CH:9][CH:8]=1)[CH3:5], predict the reactants needed to synthesize it. The reactants are: [CH3:1][O:2][C:3](=[O:14])[C:4]([C:7]1[CH:12]=[CH:11][C:10](Br)=[CH:9][CH:8]=1)([CH3:6])[CH3:5].[C:15]1([C@H:21]([O:23][C:24](=[O:47])[NH:25][C:26]2[N:27]([C:32]3[CH:37]=[CH:36][C:35](B4OC(C)(C)C(C)(C)O4)=[CH:34][CH:33]=3)[N:28]=[N:29][C:30]=2[CH3:31])[CH3:22])[CH:20]=[CH:19][CH:18]=[CH:17][CH:16]=1.COC1C=CC=C(OC)C=1C1C=CC=CC=1P(C1CCCCC1)C1CCCCC1.P([O-])([O-])([O-])=O.[K+].[K+].[K+].